Dataset: Full USPTO retrosynthesis dataset with 1.9M reactions from patents (1976-2016). Task: Predict the reactants needed to synthesize the given product. (1) Given the product [CH3:25][S:22]([C:18]1[CH:17]=[C:16]([C:13]2[S:12][C:11]([C:9]3[N:8]([C:26]4[CH:31]=[CH:30][CH:29]=[CH:28][C:27]=4[C:32]([F:33])([F:34])[F:35])[N:7]=[C:6]([C:4]([OH:5])=[O:3])[CH:10]=3)=[CH:15][CH:14]=2)[CH:21]=[CH:20][CH:19]=1)(=[O:24])=[O:23], predict the reactants needed to synthesize it. The reactants are: C([O:3][C:4]([C:6]1[CH:10]=[C:9]([C:11]2[S:12][C:13]([C:16]3[CH:21]=[CH:20][CH:19]=[C:18]([S:22]([CH3:25])(=[O:24])=[O:23])[CH:17]=3)=[CH:14][CH:15]=2)[N:8]([C:26]2[CH:31]=[CH:30][CH:29]=[CH:28][C:27]=2[C:32]([F:35])([F:34])[F:33])[N:7]=1)=[O:5])C.[OH-].[Na+].CO. (2) Given the product [CH2:29]([O:28][C:27]([N:26]1[CH2:37][N:10]([C:7]2[CH:8]=[CH:9][C:4]([Cl:3])=[CH:5][CH:6]=2)[C:11](=[O:12])[N:13]([C:14](=[O:23])[C:15]2[C:20]([F:21])=[CH:19][CH:18]=[CH:17][C:16]=2[F:22])[CH2:25]1)=[O:36])[C:30]1[CH:35]=[CH:34][CH:33]=[CH:32][CH:31]=1, predict the reactants needed to synthesize it. The reactants are: [H-].[Na+].[Cl:3][C:4]1[CH:9]=[CH:8][C:7]([NH:10][C:11]([NH:13][C:14](=[O:23])[C:15]2[C:20]([F:21])=[CH:19][CH:18]=[CH:17][C:16]=2[F:22])=[O:12])=[CH:6][CH:5]=1.Cl[CH2:25][N:26]([CH2:37]Cl)[C:27](=[O:36])[O:28][CH2:29][C:30]1[CH:35]=[CH:34][CH:33]=[CH:32][CH:31]=1.O. (3) Given the product [Br:1][C:2]1[CH:3]=[C:4]2[C:9](=[CH:10][CH:11]=1)[N:8]=[CH:7][C:6]([O:12][CH2:25][CH3:26])=[CH:5]2, predict the reactants needed to synthesize it. The reactants are: [Br:1][C:2]1[CH:3]=[C:4]2[C:9](=[CH:10][CH:11]=1)[N:8]=[CH:7][C:6]([OH:12])=[CH:5]2.C([O-])([O-])=O.[K+].[K+].CN(C=O)C.I[CH2:25][CH3:26]. (4) Given the product [NH2:9][C:8]1[CH:7]=[CH:6][C:5]([CH2:12][C:13]([O:15][C:16]([CH3:17])([CH3:19])[CH3:18])=[O:14])=[CH:4][C:3]=1[O:2][CH3:1], predict the reactants needed to synthesize it. The reactants are: [CH3:1][O:2][C:3]1[CH:4]=[C:5]([CH2:12][C:13]([O:15][C:16]([CH3:19])([CH3:18])[CH3:17])=[O:14])[CH:6]=[CH:7][C:8]=1[N+:9]([O-])=O. (5) The reactants are: [CH:1]1[CH:2]=[C:3]([CH2:6][NH:7][C:8]2[C:13]([C:14]([OH:16])=O)=[CH:12][C:11]([S:17]([NH2:20])(=[O:19])=[O:18])=[C:10]([Cl:21])[CH:9]=2)[O:4][CH:5]=1.C1N=C[N:24](C(N2C=NC=C2)=O)C=1.[N:34]1([CH2:40][CH2:41]N)[CH2:39][CH2:38][CH2:37][CH2:36][CH2:35]1. Given the product [N:34]1([CH2:40][CH2:41][C:9]2[C:8]([NH:7][CH2:6][C:3]3[O:4][CH:5]=[CH:1][CH:2]=3)=[C:13]([CH:12]=[C:11]([S:17]([NH2:20])(=[O:19])=[O:18])[C:10]=2[Cl:21])[C:14]([NH2:24])=[O:16])[CH2:39][CH2:38][CH2:37][CH2:36][CH2:35]1, predict the reactants needed to synthesize it. (6) Given the product [ClH:1].[OH:2][CH:3]([CH2:17][O:18][C:19]1[CH:28]=[CH:27][C:26]2[C:21](=[CH:22][CH:23]=[CH:24][CH:25]=2)[CH:20]=1)[CH2:4][NH:5][C:6]([CH3:15])([CH3:16])[CH2:7][C:8]1[CH:9]=[CH:10][C:11]([O:30][CH3:31])=[CH:12][CH:13]=1, predict the reactants needed to synthesize it. The reactants are: [ClH:1].[OH:2][CH:3]([CH2:17][O:18][C:19]1[C:28]2[C:23](=[CH:24][CH:25]=[CH:26][CH:27]=2)[CH:22]=[CH:21][CH:20]=1)[CH2:4][NH:5][C:6]([CH3:16])([CH3:15])[CH2:7][C:8]1[CH:13]=[CH:12][C:11](F)=[CH:10][CH:9]=1.Cl.[OH:30][CH:31](COC1C=CC=CC=1)CNC(C)(C)CC1C=CC(OC)=CC=1.Cl. (7) Given the product [Br:1][C:2]1[CH:14]=[CH:13][C:5]([O:6][CH:7]2[CH2:12][CH2:11][N:10]([CH:17]=[O:18])[CH2:9][CH2:8]2)=[C:4]([O:15][CH3:16])[CH:3]=1, predict the reactants needed to synthesize it. The reactants are: [Br:1][C:2]1[CH:14]=[CH:13][C:5]([O:6][CH:7]2[CH2:12][CH2:11][NH:10][CH2:9][CH2:8]2)=[C:4]([O:15][CH3:16])[CH:3]=1.[CH:17](O)=[O:18].CN(C(ON1N=NC2C=CC=CC1=2)=[N+](C)C)C.[B-](F)(F)(F)F.CCN(C(C)C)C(C)C.